Dataset: Full USPTO retrosynthesis dataset with 1.9M reactions from patents (1976-2016). Task: Predict the reactants needed to synthesize the given product. (1) The reactants are: [Br:1][C:2]1[C:3]([C:9]2[CH:10]=[N:11][N:12]3[CH:17]=[CH:16][CH:15]=[CH:14][C:13]=23)=[N:4][C:5](Cl)=[N:6][CH:7]=1.[NH2:18][C:19]1[CH:24]=[CH:23][C:22]([CH:25]2[CH2:30][CH2:29][N:28](C(=O)C)[CH2:27][CH2:26]2)=[CH:21][C:20]=1[O:34][CH3:35].C1(C)C=CC(S(O)(=O)=O)=CC=1. Given the product [Br:1][C:2]1[C:3]([C:9]2[CH:10]=[N:11][N:12]3[CH:17]=[CH:16][CH:15]=[CH:14][C:13]=23)=[N:4][C:5]([NH:18][C:19]2[CH:24]=[CH:23][C:22]([CH:25]3[CH2:26][CH2:27][NH:28][CH2:29][CH2:30]3)=[CH:21][C:20]=2[O:34][CH3:35])=[N:6][CH:7]=1, predict the reactants needed to synthesize it. (2) Given the product [Cl:35][C:23]1[CH:22]=[C:21]([NH:20][C:12]2[C:11]3[C:16](=[CH:17][CH:18]=[CH:19][C:10]=3[O:9][C@@H:8]([CH3:36])[CH2:7][NH:6][C:1](=[O:5])[CH2:2][OH:3])[N:15]=[CH:14][N:13]=2)[CH:26]=[CH:25][C:24]=1[O:27][CH2:28][C:29]1[CH:34]=[CH:33][CH:32]=[CH:31][N:30]=1, predict the reactants needed to synthesize it. The reactants are: [C:1]([OH:5])(=O)[CH2:2][OH:3].[NH2:6][CH2:7][C@H:8]([CH3:36])[O:9][C:10]1[CH:19]=[CH:18][CH:17]=[C:16]2[C:11]=1[C:12]([NH:20][C:21]1[CH:26]=[CH:25][C:24]([O:27][CH2:28][C:29]3[CH:34]=[CH:33][CH:32]=[CH:31][N:30]=3)=[C:23]([Cl:35])[CH:22]=1)=[N:13][CH:14]=[N:15]2. (3) Given the product [NH2:2][CH2:1][CH2:3][CH:4]1[C:8]2[C:9]3[N:10]([N:13]=[CH:14][C:15]=3[C:16]([O:18][CH2:19][CH3:20])=[O:17])[CH:11]=[CH:12][C:7]=2[CH2:6][CH2:5]1, predict the reactants needed to synthesize it. The reactants are: [C:1]([CH2:3][CH:4]1[C:8]2[C:9]3[N:10]([N:13]=[CH:14][C:15]=3[C:16]([O:18][CH2:19][CH3:20])=[O:17])[CH:11]=[CH:12][C:7]=2[CH2:6][CH2:5]1)#[N:2]. (4) The reactants are: [O:1]=[C:2]1[C:11]2=[CH:12][NH:13][N:14]=[C:10]2[C:9]2[CH:8]=[C:7]([C:15](O)=[O:16])[C:6]([C:18]3[CH:23]=[CH:22][N:21]=[CH:20][CH:19]=3)=[CH:5][C:4]=2[N:3]1[CH2:24][C:25]([F:28])([F:27])[F:26].C(=O)(O)[O-].[NH4+:33].C(OC(OC(C)(C)C)=O)(OC(C)(C)C)=O. Given the product [O:1]=[C:2]1[C:11]2=[CH:12][NH:13][N:14]=[C:10]2[C:9]2[CH:8]=[C:7]([C:15]([NH2:33])=[O:16])[C:6]([C:18]3[CH:19]=[CH:20][N:21]=[CH:22][CH:23]=3)=[CH:5][C:4]=2[N:3]1[CH2:24][C:25]([F:27])([F:26])[F:28], predict the reactants needed to synthesize it. (5) Given the product [CH2:51]([NH:58][CH2:9][C@H:10]1[CH2:19][C@@:18]23[CH2:20][CH2:21][C@:11]1([O:35][CH3:36])[C@@H:12]1[O:29][C:27]4=[C:28]5[C@@:13]12[CH2:14][CH2:15][N:16]([CH2:31][CH:32]1[CH2:33][CH2:34]1)[C@@H:17]3[CH2:22][C:23]5=[CH:24][CH:25]=[C:26]4[O:38][CH3:39])[C:52]1[CH:57]=[CH:56][CH:55]=[CH:54][CH:53]=1, predict the reactants needed to synthesize it. The reactants are: C(O[CH2:9][C@H:10]1[CH2:19][C@@:18]23[CH2:20][CH2:21][C@:11]1([O:35][CH3:36])[C@@H:12]1[O:29][C:27]4=[C:28]5[C@@:13]12[CH2:14][CH2:15][N:16]([CH2:31][CH:32]1[CH2:34][CH2:33]1)[C@@H:17]3[CH2:22][C:23]5=[CH:24][CH:25]=[C:26]4F)C1C=CC=CC=1.[BH-](OC(C)=O)(OC(C)=O)[O:38][C:39](C)=O.[Na+].[CH2:51]([NH2:58])[C:52]1[CH:57]=[CH:56][CH:55]=[CH:54][CH:53]=1.C(O)(=O)C.